From a dataset of NCI-60 drug combinations with 297,098 pairs across 59 cell lines. Regression. Given two drug SMILES strings and cell line genomic features, predict the synergy score measuring deviation from expected non-interaction effect. (1) Synergy scores: CSS=14.8, Synergy_ZIP=-6.31, Synergy_Bliss=-4.03, Synergy_Loewe=-6.30, Synergy_HSA=-4.25. Drug 2: COC1=CC(=CC(=C1O)OC)C2C3C(COC3=O)C(C4=CC5=C(C=C24)OCO5)OC6C(C(C7C(O6)COC(O7)C8=CC=CS8)O)O. Drug 1: CNC(=O)C1=CC=CC=C1SC2=CC3=C(C=C2)C(=NN3)C=CC4=CC=CC=N4. Cell line: NCI-H226. (2) Drug 1: C1CCC(C1)C(CC#N)N2C=C(C=N2)C3=C4C=CNC4=NC=N3. Drug 2: B(C(CC(C)C)NC(=O)C(CC1=CC=CC=C1)NC(=O)C2=NC=CN=C2)(O)O. Cell line: HCT116. Synergy scores: CSS=1.14, Synergy_ZIP=-1.77, Synergy_Bliss=-3.96, Synergy_Loewe=-7.38, Synergy_HSA=-5.49. (3) Drug 1: CC1=C2C(C(=O)C3(C(CC4C(C3C(C(C2(C)C)(CC1OC(=O)C(C(C5=CC=CC=C5)NC(=O)C6=CC=CC=C6)O)O)OC(=O)C7=CC=CC=C7)(CO4)OC(=O)C)O)C)OC(=O)C. Drug 2: C1=NNC2=C1C(=O)NC=N2. Cell line: SR. Synergy scores: CSS=20.4, Synergy_ZIP=-1.36, Synergy_Bliss=-4.70, Synergy_Loewe=-67.1, Synergy_HSA=-5.73.